From a dataset of Full USPTO retrosynthesis dataset with 1.9M reactions from patents (1976-2016). Predict the reactants needed to synthesize the given product. (1) Given the product [C:1]([O:5][C:6]([N:8]1[CH2:13][CH2:12][CH:11]([C@H:14]([N:16]2[C:29]3[C:24](=[CH:25][CH:26]=[CH:27][CH:28]=3)[C:19]([C:20]([O:22][CH3:23])=[O:21])=[C:17]2[CH3:18])[CH3:15])[CH2:10][CH2:9]1)=[O:7])([CH3:4])([CH3:3])[CH3:2], predict the reactants needed to synthesize it. The reactants are: [C:1]([O:5][C:6]([N:8]1[CH2:13][CH2:12][CH:11]([C@H:14]([NH:16]/[C:17](=[C:19](\[C:24]2[CH:29]=[CH:28][CH:27]=[CH:26][C:25]=2Br)/[C:20]([O:22][CH3:23])=[O:21])/[CH3:18])[CH3:15])[CH2:10][CH2:9]1)=[O:7])([CH3:4])([CH3:3])[CH3:2].ClC1C(P(C2CCCCC2)C2CCCCC2)=C(C2C(OC(C)C)=CC=CC=2OC(C)C)C=CC=1.C[O-].[Na+]. (2) The reactants are: [C:1]([C:4]1[C:12]2[C:7](=[CH:8][C:9]([P:13](=[O:16])([O-:15])[O-:14])=[CH:10][CH:11]=2)[N:6]([CH2:17][C:18]([N:20]2[C@H:24]([C:25](=[O:36])[NH:26][CH2:27][C:28]3[CH:33]=[CH:32][CH:31]=[C:30]([Cl:34])[C:29]=3[F:35])[CH2:23][C@H:22]3[CH2:37][CH2:38][CH2:39][C@@H:21]23)=[O:19])[CH:5]=1)(=[O:3])[CH3:2].C[Si](Br)(C)C. Given the product [C:1]([C:4]1[C:12]2[C:7](=[CH:8][C:9]([P:13](=[O:14])([OH:15])[OH:16])=[CH:10][CH:11]=2)[N:6]([CH2:17][C:18]([N:20]2[C@H:24]([C:25](=[O:36])[NH:26][CH2:27][C:28]3[CH:33]=[CH:32][CH:31]=[C:30]([Cl:34])[C:29]=3[F:35])[CH2:23][C@H:22]3[CH2:37][CH2:38][CH2:39][C@@H:21]23)=[O:19])[CH:5]=1)(=[O:3])[CH3:2], predict the reactants needed to synthesize it. (3) Given the product [CH3:1][N:2]1[C:18](=[O:19])[CH2:17][C:16](=[O:21])[N:5]([C:6]2[CH:11]=[CH:10][CH:9]=[C:8]([C:12]([F:13])([F:14])[F:15])[CH:7]=2)[C:3]1=[O:4], predict the reactants needed to synthesize it. The reactants are: [CH3:1][NH:2][C:3]([NH:5][C:6]1[CH:11]=[CH:10][CH:9]=[C:8]([C:12]([F:15])([F:14])[F:13])[CH:7]=1)=[O:4].[C:16](O)(=[O:21])[CH2:17][C:18](O)=[O:19].C(OC(=O)C)(=O)C. (4) Given the product [OH:27][CH2:26][CH2:25][C:17]1[N:18]([CH2:19][C:20]([O:22][CH2:23][CH3:24])=[O:21])[C:14]([CH3:13])=[C:15]([CH2:41][C:40]2[CH:43]=[CH:44][C:37]([S:34]([N:29]3[CH2:33][CH2:32][CH2:31][CH2:30]3)(=[O:36])=[O:35])=[CH:38][CH:39]=2)[C:16]=1[CH3:28], predict the reactants needed to synthesize it. The reactants are: FC(F)(F)S(O[Si](C)(C)C)(=O)=O.[CH3:13][C:14]1[N:18]([CH2:19][C:20]([O:22][CH2:23][CH3:24])=[O:21])[C:17]2[CH2:25][CH2:26][O:27][CH2:28][C:16]=2[CH:15]=1.[N:29]1([S:34]([C:37]2[CH:44]=[CH:43][C:40]([CH:41]=O)=[CH:39][CH:38]=2)(=[O:36])=[O:35])[CH2:33][CH2:32][CH2:31][CH2:30]1.C([SiH](CC)CC)C. (5) Given the product [O:43]=[C:44]1[CH2:45][CH2:46][CH2:47][CH2:38][N:31]1[CH2:30][CH2:25][N:5]1[C:1](=[O:11])[C:2]2[C:3](=[CH:7][CH:8]=[CH:9][CH:10]=2)[C:4]1=[O:6], predict the reactants needed to synthesize it. The reactants are: [C:1]1(=[O:11])[NH:5][C:4](=[O:6])[C:3]2=[CH:7][CH:8]=[CH:9][CH:10]=[C:2]12.C1(P([C:25]2[CH:30]=CC=CC=2)C2C=CC=CC=2)C=CC=CC=1.[N:31]([C:38](OCC)=O)=NC(OCC)=O.[O:43]1[CH2:47][CH2:46][CH2:45][CH2:44]1. (6) Given the product [C:7]([C:11]1[CH:12]=[CH:13][C:14]([NH:15][C:4](=[O:6])[CH2:3][C:1]#[N:2])=[CH:16][CH:17]=1)([CH3:10])([CH3:8])[CH3:9], predict the reactants needed to synthesize it. The reactants are: [C:1]([CH2:3][C:4]([OH:6])=O)#[N:2].[C:7]([C:11]1[CH:17]=[CH:16][C:14]([NH2:15])=[CH:13][CH:12]=1)([CH3:10])([CH3:9])[CH3:8].